From a dataset of Full USPTO retrosynthesis dataset with 1.9M reactions from patents (1976-2016). Predict the reactants needed to synthesize the given product. The reactants are: [C:1]([Si:5]([O:8][CH2:9][C:10]1[CH:15]=[CH:14][C:13](/[CH:16]=[CH:17]/I)=[CH:12][CH:11]=1)([CH3:7])[CH3:6])([CH3:4])([CH3:3])[CH3:2].COC(=O)[C@@H](N[C:33](=[O:57])[C:34]1[CH:39]=[CH:38][C:37]([C:40]#[C:41]/C=C/C2C=CC(CN3CCOCC3)=CC=2)=[CH:36][CH:35]=1)CNC(=O)CNC1CC1.CCN(CC)CC.C1C[O:69][CH2:68]C1. Given the product [CH3:68][O:69][C:33](=[O:57])[C:34]1[CH:35]=[CH:36][C:37]([C:40]#[C:41]/[CH:17]=[CH:16]/[C:13]2[CH:14]=[CH:15][C:10]([CH2:9][O:8][Si:5]([C:1]([CH3:4])([CH3:3])[CH3:2])([CH3:7])[CH3:6])=[CH:11][CH:12]=2)=[CH:38][CH:39]=1, predict the reactants needed to synthesize it.